From a dataset of Catalyst prediction with 721,799 reactions and 888 catalyst types from USPTO. Predict which catalyst facilitates the given reaction. (1) Reactant: Cl.Cl.[F:3][C:4]1[CH:5]=[CH:6][C:7]([C:10]2[CH:14]=[CH:13][N:12]([CH2:15][C@@H:16]([NH2:18])[CH3:17])[N:11]=2)=[N:8][CH:9]=1.[N:19]1[N:20]([C:24]2[CH:32]=[CH:31][CH:30]=[CH:29][C:25]=2[C:26](O)=[O:27])[N:21]=[CH:22][CH:23]=1.CN(C(ON1N=NC2C=CC=NC1=2)=[N+](C)C)C.F[P-](F)(F)(F)(F)F.CCN(C(C)C)C(C)C. Product: [F:3][C:4]1[CH:5]=[CH:6][C:7]([C:10]2[CH:14]=[CH:13][N:12]([CH2:15][C@@H:16]([NH:18][C:26](=[O:27])[C:25]3[CH:29]=[CH:30][CH:31]=[CH:32][C:24]=3[N:20]3[N:21]=[CH:22][CH:23]=[N:19]3)[CH3:17])[N:11]=2)=[N:8][CH:9]=1. The catalyst class is: 18. (2) Reactant: [F:1][C:2]([F:29])([F:28])[C:3]([CH2:19][C:20]1[CH:25]=[CH:24][CH:23]=[CH:22][C:21]=1[O:26]C)([OH:18])[CH:4]=[N:5][C:6]1[CH:15]=[CH:14][C:13]([F:16])=[C:12]2[C:7]=1[CH:8]=[N:9][C:10]([CH3:17])=[N:11]2.B(Br)(Br)Br. Product: [F:16][C:13]1[CH:14]=[CH:15][C:6]([NH:5][CH:4]2[C:3]([C:2]([F:29])([F:28])[F:1])([OH:18])[CH2:19][C:20]3[C:21](=[CH:22][CH:23]=[CH:24][CH:25]=3)[O:26]2)=[C:7]2[C:12]=1[N:11]=[C:10]([CH3:17])[N:9]=[CH:8]2. The catalyst class is: 4. (3) Reactant: [Br:1][C:2]1[CH:9]=[CH:8][CH:7]=[C:4]([CH:5]=O)[C:3]=1[OH:10].Cl[CH2:12][C:13](=[O:15])[CH3:14].C([O-])([O-])=O.[Cs+].[Cs+].O. Product: [C:13]([C:14]1[O:10][C:3]2[C:2]([Br:1])=[CH:9][CH:8]=[CH:7][C:4]=2[CH:5]=1)(=[O:15])[CH3:12]. The catalyst class is: 3. (4) Reactant: C[O:2][C:3]1[CH:8]=[CH:7][CH:6]=[CH:5][C:4]=1[C:9]([C:11]1[S:12][C:13]([C:16]2[C:20]([CH3:21])=[C:19]([C:22]([F:25])([F:24])[F:23])[O:18][N:17]=2)=[CH:14][CH:15]=1)=[O:10].B(Br)(Br)Br. Product: [OH:2][C:3]1[CH:8]=[CH:7][CH:6]=[CH:5][C:4]=1[C:9]([C:11]1[S:12][C:13]([C:16]2[C:20]([CH3:21])=[C:19]([C:22]([F:25])([F:24])[F:23])[O:18][N:17]=2)=[CH:14][CH:15]=1)=[O:10]. The catalyst class is: 4. (5) The catalyst class is: 76. Product: [F:1][C:2]1[CH:3]=[C:4]([CH:40]=[CH:41][CH:42]=1)[CH2:5][N:6]1[C:14]2[C:9](=[CH:10][C:11]([NH:15][C:16]3[C:21]4=[C:22]([CH2:25][N:26]5[CH2:27][CH2:28][CH:29]([NH:32][C:33](=[O:34])[CH2:35][OH:36])[CH2:30][CH2:31]5)[CH:23]=[CH:24][N:20]4[N:19]=[CH:18][N:17]=3)=[CH:12][CH:13]=2)[CH:8]=[N:7]1. Reactant: [F:1][C:2]1[CH:3]=[C:4]([CH:40]=[CH:41][CH:42]=1)[CH2:5][N:6]1[C:14]2[C:9](=[CH:10][C:11]([NH:15][C:16]3[C:21]4=[C:22]([CH2:25][N:26]5[CH2:31][CH2:30][CH:29]([NH:32][C:33]([CH2:35][O:36]C(=O)C)=[O:34])[CH2:28][CH2:27]5)[CH:23]=[CH:24][N:20]4[N:19]=[CH:18][N:17]=3)=[CH:12][CH:13]=2)[CH:8]=[N:7]1.[OH-].[Na+]. (6) Reactant: [NH2:1][CH2:2][C:3]1[CH:8]=[CH:7][C:6]([S:9]([C:12]2[CH:22]=[CH:21][C:15]([C:16]([NH:18][CH2:19][CH3:20])=[O:17])=[CH:14][CH:13]=2)(=[O:11])=[O:10])=[CH:5][CH:4]=1.[N:23]1[CH:24]=[CH:25][N:26]2[CH:31]=[C:30]([C:32](O)=[O:33])[CH:29]=[CH:28][C:27]=12.CN(C(ON1N=NC2C=CC=NC1=2)=[N+](C)C)C.F[P-](F)(F)(F)(F)F.CCN(C(C)C)C(C)C. Product: [CH2:19]([NH:18][C:16]([C:15]1[CH:21]=[CH:22][C:12]([S:9]([C:6]2[CH:7]=[CH:8][C:3]([CH2:2][NH:1][C:32]([C:30]3[CH:29]=[CH:28][C:27]4[N:26]([CH:25]=[CH:24][N:23]=4)[CH:31]=3)=[O:33])=[CH:4][CH:5]=2)(=[O:11])=[O:10])=[CH:13][CH:14]=1)=[O:17])[CH3:20]. The catalyst class is: 3.